Task: Binary Classification. Given a miRNA mature sequence and a target amino acid sequence, predict their likelihood of interaction.. Dataset: Experimentally validated miRNA-target interactions with 360,000+ pairs, plus equal number of negative samples (1) The miRNA is hsa-miR-7153-3p with sequence CACCAUGGACGGUUUACC. The protein sequence of the target gene is MGPVMPPSKKPESSGISVSSGLSQCYGGSGFSKALQEDDDLDFSLPDIRLEEGAMEDEELTNLNWLHESKNLLKSFGESVLRSVSPVQDLDDDTPPSPAHSDMPYDARQNPNCKPPYSFSCLIFMAIEDSPTKRLPVKDIYNWILEHFPYFANAPTGWKNSVRHNLSLNKCFKKVDKERSQSIGKGSLWCIDPEYRQNLIQALKKTPYHPHPHVFNTPPTCPQAYQSTSGPPIWPGSTFFKRNGALLQDPDIDAASAMMLLNTPPEIQAGFPPGVIQNGARVLSRGLFPGVRPLPITPIG.... Result: 1 (interaction). (2) The miRNA is mmu-miR-7211-5p with sequence UCUUUCCCUCUGCCACUCCACC. The protein sequence of the target gene is MGQCGITSSKTVLVFLNLIFWGAAGILCYVGAYVFITYDDYDHFFEDVYTLIPAVVIIAVGALLFIIGLIGCCATIRESRCGLATFVIILLLVFVTEVVVVVLGYVYRAKVENEVDRSIQKVYKTYNGTNPDAASRAIDYVQRQLHCCGIHNYSDWENTDWFKETKNQSVPLSCCRETASNCNGSLAHPSDLYAEGCEALVVKKLQEIMMHVIWAALAFAAIQLLGMLCACIVLCRRSRDPAYELLITGGTYA. Result: 0 (no interaction).